From a dataset of Forward reaction prediction with 1.9M reactions from USPTO patents (1976-2016). Predict the product of the given reaction. (1) Given the reactants [N+:1]([C:4]1[CH:5]=[C:6]([CH:9]=[CH:10][C:11]=1[N:12]1[CH2:17][CH2:16][CH:15]([CH2:18][N:19]2[CH2:23][CH2:22][CH2:21][CH2:20]2)[CH2:14][CH2:13]1)[CH:7]=O)([O-:3])=[O:2].[NH:24]1[CH2:29][CH2:28][CH2:27][CH2:26]C1, predict the reaction product. The product is: [N+:1]([C:4]1[CH:5]=[C:6]([CH2:7][N:24]2[CH2:26][CH2:27][CH2:28][CH2:29]2)[CH:9]=[CH:10][C:11]=1[N:12]1[CH2:17][CH2:16][CH:15]([CH2:18][N:19]2[CH2:23][CH2:22][CH2:21][CH2:20]2)[CH2:14][CH2:13]1)([O-:3])=[O:2]. (2) The product is: [CH3:12][N:11]([CH3:13])[CH2:10][CH2:9][NH:8][C:6]([C:5]1[CH:14]=[CH:15][C:2]([B:16]([OH:20])[OH:17])=[CH:3][CH:4]=1)=[O:7]. Given the reactants Br[C:2]1[CH:15]=[CH:14][C:5]([C:6]([NH:8][CH2:9][CH2:10][N:11]([CH3:13])[CH3:12])=[O:7])=[CH:4][CH:3]=1.[B:16]1(B2OC(C)(C)C(C)(C)O2)[O:20]C(C)(C)C(C)(C)[O:17]1.CC([O-])=O.[K+].O, predict the reaction product. (3) The product is: [C:14]([O:13][C:12]([N:11]([C:9]1[N:10]=[C:5]2[CH:4]=[CH:3][C:2]([F:1])=[CH:7][N:6]2[C:8]=1[CH3:19])[S:23]([C:26]1[CH:27]=[CH:28][C:29]([C:30]([O:32][CH3:33])=[O:31])=[CH:34][CH:35]=1)(=[O:25])=[O:24])=[O:18])([CH3:15])([CH3:16])[CH3:17]. Given the reactants [F:1][C:2]1[CH:3]=[CH:4][C:5]2[N:6]([C:8]([CH3:19])=[C:9]([NH:11][C:12](=[O:18])[O:13][C:14]([CH3:17])([CH3:16])[CH3:15])[N:10]=2)[CH:7]=1.[H-].[Na+].Cl[S:23]([C:26]1[CH:35]=[CH:34][C:29]([C:30]([O:32][CH3:33])=[O:31])=[CH:28][CH:27]=1)(=[O:25])=[O:24].C([O-])(O)=O.[Na+], predict the reaction product. (4) Given the reactants [Cl:1][C:2]1[CH:10]=[C:9]2[C:5]([C:6]([C:11]([N:13]3[CH2:18][CH2:17][CH:16]([C:19]4[CH:24]=[CH:23][CH:22]=[CH:21][C:20]=4[O:25][C:26]([F:29])([F:28])[F:27])[CH2:15][CH2:14]3)=[O:12])=[CH:7][NH:8]2)=[CH:4][CH:3]=1.Br[CH2:31][C:32]([OH:34])=[O:33], predict the reaction product. The product is: [Cl:1][C:2]1[CH:10]=[C:9]2[C:5]([C:6]([C:11]([N:13]3[CH2:18][CH2:17][CH:16]([C:19]4[CH:24]=[CH:23][CH:22]=[CH:21][C:20]=4[O:25][C:26]([F:27])([F:28])[F:29])[CH2:15][CH2:14]3)=[O:12])=[CH:7][N:8]2[CH2:31][C:32]([OH:34])=[O:33])=[CH:4][CH:3]=1. (5) Given the reactants F[C:2]1[N:7]=[C:6]([NH2:8])[CH:5]=[CH:4][CH:3]=1.[CH3:9][CH:10]1[CH2:15][CH:14]([CH3:16])[CH2:13][NH:12][CH2:11]1, predict the reaction product. The product is: [CH3:9][CH:10]1[CH2:15][CH:14]([CH3:16])[CH2:13][N:12]([C:2]2[N:7]=[C:6]([NH2:8])[CH:5]=[CH:4][CH:3]=2)[CH2:11]1.